From a dataset of Catalyst prediction with 721,799 reactions and 888 catalyst types from USPTO. Predict which catalyst facilitates the given reaction. (1) Reactant: Cl[C:2]1[CH:3]=[CH:4][C:5]2[C:14]3[C:9](=[CH:10][N:11]=[C:12]([CH3:15])[CH:13]=3)[C:8](=[O:16])[N:7]([CH3:17])[C:6]=2[CH:18]=1.[OH:19][CH2:20][C:21]([NH:27][C:28](=[O:34])[O:29][C:30]([CH3:33])([CH3:32])[CH3:31])(C)[CH2:22][CH:23]([CH3:25])[CH3:24].C(=O)([O-])[O-].[Cs+].[Cs+].C(P(C(C)(C)C)C1C=CC=CC=1C1C(C(C)C)=CC(C(C)C)=CC=1C(C)C)(C)(C)C. Product: [CH3:15][C:12]1[CH:13]=[C:14]2[C:9](=[CH:10][N:11]=1)[C:8](=[O:16])[N:7]([CH3:17])[C:6]1[CH:18]=[C:2]([O:19][CH2:20][C@@H:21]([NH:27][C:28](=[O:34])[O:29][C:30]([CH3:31])([CH3:33])[CH3:32])[CH2:22][CH:23]([CH3:25])[CH3:24])[CH:3]=[CH:4][C:5]2=1. The catalyst class is: 164. (2) Reactant: [ClH:1].[Br:2][C:3]1[CH:4]=[C:5]2[C:13](=[CH:14][CH:15]=1)[NH:12][C:11]1[CH:10]([NH:16][CH2:17][CH2:18][C:19]3[CH:24]=[CH:23][CH:22]=[CH:21][CH:20]=3)[CH2:9][CH2:8][CH2:7][C:6]2=1.[CH:25](N(C(C)C)CC)(C)C.CI.Cl. Product: [ClH:1].[Br:2][C:3]1[CH:4]=[C:5]2[C:13](=[CH:14][CH:15]=1)[NH:12][C:11]1[CH:10]([N:16]([CH3:25])[CH2:17][CH2:18][C:19]3[CH:24]=[CH:23][CH:22]=[CH:21][CH:20]=3)[CH2:9][CH2:8][CH2:7][C:6]2=1. The catalyst class is: 1. (3) Reactant: C[O:2][C:3](=[O:21])/[CH:4]=[CH:5]/[C:6]1[CH:7]=[C:8]2[C:17](=[CH:18][CH:19]=1)[O:16][C:11]1([CH2:14][N:13]([CH3:15])[CH2:12]1)[CH2:10][C:9]2=[O:20].Cl. Product: [CH3:15][N:13]1[CH2:12][C:11]2([CH2:10][C:9](=[O:20])[C:8]3[C:17](=[CH:18][CH:19]=[C:6](/[CH:5]=[CH:4]/[C:3]([OH:21])=[O:2])[CH:7]=3)[O:16]2)[CH2:14]1. The catalyst class is: 52. (4) Reactant: [F:1][C:2]1[CH:3]=[C:4]([C:8]2[N:9]=[C:10]([N:13]3[CH2:18][CH2:17][N:16](C(OC(C)(C)C)=O)[CH2:15][CH2:14]3)[S:11][CH:12]=2)[CH:5]=[CH:6][CH:7]=1.Cl. Product: [F:1][C:2]1[CH:3]=[C:4]([C:8]2[N:9]=[C:10]([N:13]3[CH2:14][CH2:15][NH:16][CH2:17][CH2:18]3)[S:11][CH:12]=2)[CH:5]=[CH:6][CH:7]=1. The catalyst class is: 13.